The task is: Predict the product of the given reaction.. This data is from Forward reaction prediction with 1.9M reactions from USPTO patents (1976-2016). The product is: [C:48]([C:47]([NH:46][C:39](/[CH:38]=[CH:37]/[C:34]1[CH:35]=[CH:36][C:31]([CH2:30][C:29]2[C:25]([O:24][C@@H:6]3[O:7][C@H:8]([CH2:19][OH:20])[C@@H:9]([OH:15])[C@H:10]([OH:11])[C@H:5]3[OH:4])=[N:26][NH:27][C:28]=2[CH:43]([CH3:45])[CH3:44])=[C:32]([CH3:42])[CH:33]=1)=[O:40])([CH3:52])[CH3:51])(=[O:49])[NH2:50]. Given the reactants C([O:4][C@@H:5]1[C@@H:10]([O:11]C(=O)C)[C@H:9]([O:15]C(=O)C)[C@@H:8]([CH2:19][O:20]C(=O)C)[O:7][C@H:6]1[O:24][C:25]1[C:29]([CH2:30][C:31]2[CH:36]=[CH:35][C:34](/[CH:37]=[CH:38]/[C:39](O)=[O:40])=[CH:33][C:32]=2[CH3:42])=[C:28]([CH:43]([CH3:45])[CH3:44])[NH:27][N:26]=1)(=O)C.[NH2:46][C:47]([CH3:52])([CH3:51])[C:48]([NH2:50])=[O:49].[Cl-].[NH4+], predict the reaction product.